From a dataset of Catalyst prediction with 721,799 reactions and 888 catalyst types from USPTO. Predict which catalyst facilitates the given reaction. (1) Reactant: [Br:1][C:2]1[CH:3]=[CH:4][C:5]2[N:6]([CH:8]=[C:9]([C:11]3[CH:16]=[CH:15][C:14]([Cl:17])=[CH:13][CH:12]=3)[N:10]=2)[CH:7]=1.[CH2:18]=O.[NH:20]1[CH2:25][CH2:24][O:23][CH2:22][CH2:21]1. Product: [Br:1][C:2]1[CH:3]=[CH:4][C:5]2[N:6]([C:8]([CH2:18][N:20]3[CH2:25][CH2:24][O:23][CH2:22][CH2:21]3)=[C:9]([C:11]3[CH:16]=[CH:15][C:14]([Cl:17])=[CH:13][CH:12]=3)[N:10]=2)[CH:7]=1. The catalyst class is: 15. (2) Reactant: [CH:1]1([C:4]2[NH:8][N:7]=[C:6]([NH2:9])[CH:5]=2)[CH2:3][CH2:2]1.[Cl:10][C:11]1[N:18]=[C:17](Cl)[C:16]([F:20])=[CH:15][C:12]=1[C:13]#[N:14].C(N(CC)CC)C. Product: [Cl:10][C:11]1[N:18]=[C:17]([NH:9][C:6]2[CH:5]=[C:4]([CH:1]3[CH2:3][CH2:2]3)[NH:8][N:7]=2)[C:16]([F:20])=[CH:15][C:12]=1[C:13]#[N:14]. The catalyst class is: 23. (3) Reactant: O.Cl.C(=[N:16][CH:17]([CH2:20][C:21]1[CH:26]=[CH:25][N:24]=[C:23]([Cl:27])[CH:22]=1)[C:18]#[N:19])(C1C=CC=CC=1)C1C=CC=CC=1. Product: [NH2:16][CH:17]([CH2:20][C:21]1[CH:26]=[CH:25][N:24]=[C:23]([Cl:27])[CH:22]=1)[C:18]#[N:19]. The catalyst class is: 357. (4) Reactant: [CH3:1][C:2]1[CH:7]=[CH:6][N:5]=[C:4]([C:8]([NH2:10])=O)[CH:3]=1.[C:11]1(N)[CH:16]=[CH:15][CH:14]=[CH:13][C:12]=1[NH2:17].O. Product: [CH3:1][C:2]1[CH:7]=[CH:6][N:5]=[C:4]([C:8]2[NH:10][C:11]3[CH:16]=[CH:15][CH:14]=[CH:13][C:12]=3[N:17]=2)[CH:3]=1. The catalyst class is: 8. (5) Reactant: C(OC([NH:8][C@H:9]([CH2:23][C:24]1[CH:29]=[C:28]([F:30])[C:27]([F:31])=[CH:26][C:25]=1[F:32])[CH2:10][C:11]([N:13]1[CH2:19][C@@H:18]([CH3:20])[CH2:17][NH:16][C:15](=[O:21])[C@H:14]1[CH3:22])=[O:12])=O)(C)(C)C.[ClH:33]. Product: [ClH:33].[NH2:8][C@H:9]([CH2:23][C:24]1[CH:29]=[C:28]([F:30])[C:27]([F:31])=[CH:26][C:25]=1[F:32])[CH2:10][C:11]([N:13]1[CH2:19][C@@H:18]([CH3:20])[CH2:17][NH:16][C:15](=[O:21])[C@H:14]1[CH3:22])=[O:12]. The catalyst class is: 12. (6) Reactant: [F:1][C:2]1[CH:7]=[CH:6][C:5]([O:8][CH3:9])=[CH:4][C:3]=1[C:10]1[CH:15]=[CH:14][C:13]([C:16]([O:18][CH3:19])=[O:17])=[CH:12][C:11]=1[CH2:20][OH:21].[H-].[Na+].Br[CH2:25][CH:26]=[C:27]([CH3:29])[CH3:28]. Product: [F:1][C:2]1[CH:7]=[CH:6][C:5]([O:8][CH3:9])=[CH:4][C:3]=1[C:10]1[CH:15]=[CH:14][C:13]([C:16]([O:18][CH2:19][CH:2]=[C:3]([CH3:10])[CH3:4])=[O:17])=[CH:12][C:11]=1[CH2:20][O:21][CH2:25][CH:26]=[C:27]([CH3:29])[CH3:28]. The catalyst class is: 3. (7) Reactant: CCCP1(OP(CCC)(=O)OP([CH2:16][CH2:17][CH3:18])(=O)O1)=O.Cl.[O:20]1[C:25]2([CH2:30][CH2:29][N:28]([C:31]([O:33][C:34]([CH3:37])([CH3:36])[CH3:35])=[O:32])[CH2:27][CH2:26]2)[CH2:24][NH:23][CH2:22][CH2:21]1.[CH3:38][C:39]1[S:43][C:42]([C:44](O)=[O:45])=[CH:41][CH:40]=1.C(N(CC)CC)C. Product: [CH3:24][CH2:25][CH2:26][CH:17]([CH3:16])[CH3:18].[CH3:38][C:39]1[S:43][C:42]([C:44]([N:23]2[CH2:24][C:25]3([CH2:30][CH2:29][N:28]([C:31]([O:33][C:34]([CH3:37])([CH3:36])[CH3:35])=[O:32])[CH2:27][CH2:26]3)[O:20][CH2:21][CH2:22]2)=[O:45])=[CH:41][CH:40]=1. The catalyst class is: 18. (8) Reactant: [CH:1]([C:4]1[CH:5]=[N:6][N:7]2[C:12]([NH:13][CH2:14][C:15]3[CH:20]=[CH:19][CH:18]=[CH:17][C:16]=3[N:21]3[CH:25]=[CH:24][CH:23]=[N:22]3)=[N:11][C:10](S(C)(=O)=O)=[N:9][C:8]=12)([CH3:3])[CH3:2].[OH-:30].[Li+].Cl. The catalyst class is: 38. Product: [N:21]1([C:16]2[CH:17]=[CH:18][CH:19]=[CH:20][C:15]=2[CH2:14][NH:13][C:12]2[N:7]3[N:6]=[CH:5][C:4]([CH:1]([CH3:3])[CH3:2])=[C:8]3[N:9]=[C:10]([OH:30])[N:11]=2)[CH:25]=[CH:24][CH:23]=[N:22]1.